Task: Predict the reaction yield, written as a fraction of the theoretical maximum amount of product (1.0 means a 100% yield; for example, 0.34 means a 34% yield).. Dataset: Reaction yield outcomes from USPTO patents with 853,638 reactions (1) The reactants are [C:1]([C:4]1[CH:5]=[C:6]2[C:11](=[CH:12][CH:13]=1)[CH:10]=[C:9]([N:14]1[CH2:19][CH2:18][N:17]([C:20]([O:22][C:23]([CH3:26])([CH3:25])[CH3:24])=[O:21])[CH2:16][CH2:15]1)[CH:8]=[CH:7]2)(=O)[CH3:2].[C:27](#[N:31])[CH2:28][C:29]#[N:30]. The catalyst is N1C=CC=CC=1. The product is [C:23]([O:22][C:20]([N:17]1[CH2:16][CH2:15][N:14]([C:9]2[CH:8]=[CH:7][C:6]3[C:11](=[CH:12][CH:13]=[C:4]([C:1]([CH3:2])=[C:28]([C:27]#[N:31])[C:29]#[N:30])[CH:5]=3)[CH:10]=2)[CH2:19][CH2:18]1)=[O:21])([CH3:24])([CH3:25])[CH3:26]. The yield is 0.770. (2) The reactants are Cl[C:2]1[N:7]2[N:8]=[C:9]([NH:11][C:12](=[O:19])[C:13]3[CH:18]=[CH:17][CH:16]=[N:15][CH:14]=3)[N:10]=[C:6]2[CH:5]=[C:4]([C:20]([F:23])([F:22])[F:21])[CH:3]=1.[NH2:24][CH:25]([CH2:28][CH3:29])[CH2:26][CH3:27]. No catalyst specified. The product is [CH2:26]([CH:25]([NH:24][C:2]1[N:7]2[N:8]=[C:9]([NH:11][C:12](=[O:19])[C:13]3[CH:18]=[CH:17][CH:16]=[N:15][CH:14]=3)[N:10]=[C:6]2[CH:5]=[C:4]([C:20]([F:23])([F:22])[F:21])[CH:3]=1)[CH2:28][CH3:29])[CH3:27]. The yield is 0.400. (3) The reactants are [Cl-].Cl[C:3]1[N:8]=[C:7]([C:9]2[S:13][CH:12]=[N:11][C:10]=2[C:14]2[CH:15]=[C:16]([NH:20][C:21](=[O:30])[C:22]3[C:27]([F:28])=[CH:26][CH:25]=[CH:24][C:23]=3[F:29])[CH:17]=[CH:18][CH:19]=2)[CH:6]=[CH:5][N:4]=1.[NH2:31][C:32]1[CH:33]=[C:34]([CH2:38][CH2:39][S:40]([NH2:43])(=[O:42])=[O:41])[CH:35]=[CH:36][CH:37]=1. No catalyst specified. The product is [NH2:43][S:40]([CH2:39][CH2:38][C:34]1[CH:33]=[C:32]([NH:31][C:3]2[N:8]=[C:7]([C:9]3[S:13][CH:12]=[N:11][C:10]=3[C:14]3[CH:15]=[C:16]([NH:20][C:21](=[O:30])[C:22]4[C:27]([F:28])=[CH:26][CH:25]=[CH:24][C:23]=4[F:29])[CH:17]=[CH:18][CH:19]=3)[CH:6]=[CH:5][N:4]=2)[CH:37]=[CH:36][CH:35]=1)(=[O:41])=[O:42]. The yield is 0.280. (4) The reactants are [NH2:1][C:2]1[CH:13]=[CH:12][C:5]([CH2:6][NH:7][S:8]([CH3:11])(=[O:10])=[O:9])=[CH:4][CH:3]=1.N1C=CC=CC=1.Cl[C:21]([O:23][C:24]1[CH:29]=[CH:28][CH:27]=[CH:26][CH:25]=1)=[O:22]. The catalyst is C(#N)C.O1CCCC1. The product is [CH3:11][S:8]([NH:7][CH2:6][C:5]1[CH:12]=[CH:13][C:2]([NH:1][C:21](=[O:22])[O:23][C:24]2[CH:29]=[CH:28][CH:27]=[CH:26][CH:25]=2)=[CH:3][CH:4]=1)(=[O:10])=[O:9]. The yield is 0.780. (5) The reactants are Cl[C:2]1[C:11]([Cl:12])=[N:10][C:9]2[C:4](=[CH:5][CH:6]=[C:7]([N+:13]([O-:15])=[O:14])[CH:8]=2)[N:3]=1.[F:16][C:17]([F:27])([F:26])[CH:18]([C:20]1[CH:21]=[N:22][CH:23]=[CH:24][CH:25]=1)[OH:19].[H-].[Na+].[Cl-].[NH4+]. The catalyst is C1COCC1. The product is [Cl:12][C:11]1[C:2]([O:19][CH:18]([C:20]2[CH:21]=[N:22][CH:23]=[CH:24][CH:25]=2)[C:17]([F:16])([F:26])[F:27])=[N:3][C:4]2[C:9]([N:10]=1)=[CH:8][C:7]([N+:13]([O-:15])=[O:14])=[CH:6][CH:5]=2. The yield is 0.630. (6) The reactants are [CH3:1][Sn:2](Cl)([CH3:4])[CH3:3].C1COCC1.[Cl:11][C:12]1[CH:17]=[CH:16][C:15]([Mg]Br)=[CH:14][CH:13]=1.CCOCC. No catalyst specified. The product is [Cl:11][C:12]1[CH:17]=[CH:16][C:15]([Sn:2]([CH3:4])([CH3:3])[CH3:1])=[CH:14][CH:13]=1. The yield is 0.970.